From a dataset of Forward reaction prediction with 1.9M reactions from USPTO patents (1976-2016). Predict the product of the given reaction. (1) Given the reactants [NH2:1][C:2]1[C:3]([C:14]2[CH:22]=[CH:21][C:17]([C:18](O)=[O:19])=[C:16]([F:23])[CH:15]=2)=[N:4][C:5]([CH:8]2[CH2:13][CH2:12][O:11][CH2:10][CH2:9]2)=[CH:6][N:7]=1.[N:24]([CH2:27][C@H:28]([C:30]1[CH:35]=[C:34]([F:36])[CH:33]=[C:32]([Cl:37])[CH:31]=1)[NH2:29])=[N+:25]=[N-:26].CCN(C(C)C)C(C)C.C(Cl)CCl, predict the reaction product. The product is: [NH2:1][C:2]1[C:3]([C:14]2[CH:22]=[CH:21][C:17]([C:18]([NH:29][C@@H:28]([C:30]3[CH:35]=[C:34]([F:36])[CH:33]=[C:32]([Cl:37])[CH:31]=3)[CH2:27][N:24]=[N+:25]=[N-:26])=[O:19])=[C:16]([F:23])[CH:15]=2)=[N:4][C:5]([CH:8]2[CH2:9][CH2:10][O:11][CH2:12][CH2:13]2)=[CH:6][N:7]=1. (2) Given the reactants CNC(C1SC=C(C)C=1NC1C(Cl)=CN=C(NC2C=CC3CNCC(=O)N(CC)C=3C=2)N=1)=O.[CH3:34][NH:35][C:36]([C:38]1[S:39][CH:40]=[C:41](C)[C:42]=1[NH:43][C:44]1[C:49]([Cl:50])=[CH:48][N:47]=[C:46]([NH:51][C:52]2[CH:53]=[CH:54][C:55]3[CH2:61][N:60]([CH2:62][CH3:63])[CH2:59][C:58](=[O:64])[N:57]([CH2:65][CH3:66])[C:56]=3[CH:67]=2)[N:45]=1)=[O:37], predict the reaction product. The product is: [CH3:34][NH:35][C:36]([C:38]1[S:39][CH:40]=[CH:41][C:42]=1[NH:43][C:44]1[C:49]([Cl:50])=[CH:48][N:47]=[C:46]([NH:51][C:52]2[CH:53]=[CH:54][C:55]3[CH2:61][N:60]([CH2:62][CH3:63])[CH2:59][C:58](=[O:64])[N:57]([CH2:65][CH3:66])[C:56]=3[CH:67]=2)[N:45]=1)=[O:37]. (3) Given the reactants [C:1]1([C@H:7]2[C@@H:12]([NH:13][C:14]([O:16][C:17]([CH3:20])([CH3:19])[CH3:18])=[O:15])[CH2:11][CH2:10][CH2:9][NH:8]2)[CH:6]=[CH:5][CH:4]=[CH:3][CH:2]=1.C(=O)([O-])[O-].[K+].[K+].Br[CH2:28][C:29]([O:31][CH3:32])=[O:30].O, predict the reaction product. The product is: [CH3:32][O:31][C:29]([CH2:28][N:8]1[CH2:9][CH2:10][CH2:11][C@H:12]([NH:13][C:14]([O:16][C:17]([CH3:20])([CH3:19])[CH3:18])=[O:15])[C@@H:7]1[C:1]1[CH:2]=[CH:3][CH:4]=[CH:5][CH:6]=1)=[O:30]. (4) Given the reactants C([NH:4][C:5]1[N:9]([CH2:10][C:11]([O:13]CC)=[O:12])[N:8]=[C:7]([C:16]2[CH:21]=[CH:20][CH:19]=[CH:18][CH:17]=2)[C:6]=1[C:22]#[C:23][C:24]1[CH:29]=[CH:28][CH:27]=[CH:26][CH:25]=1)(=O)C.[OH-].[Na+:31], predict the reaction product. The product is: [NH2:4][C:5]1[N:9]([CH2:10][C:11]([O-:13])=[O:12])[N:8]=[C:7]([C:16]2[CH:21]=[CH:20][CH:19]=[CH:18][CH:17]=2)[C:6]=1[C:22]#[C:23][C:24]1[CH:29]=[CH:28][CH:27]=[CH:26][CH:25]=1.[Na+:31]. (5) Given the reactants [CH:1]1([C:5]2[CH:10]=[C:9]([O:11]CC3C=CC=CC=3)[CH:8]=[CH:7][C:6]=2[C:19]2[CH:24]=[CH:23][CH:22]=[C:21]([N:25]3C(C)=CC=C3C)[N:20]=2)[CH2:4][CH2:3][CH2:2]1.NO, predict the reaction product. The product is: [NH2:25][C:21]1[N:20]=[C:19]([C:6]2[CH:7]=[CH:8][C:9]([OH:11])=[CH:10][C:5]=2[CH:1]2[CH2:4][CH2:3][CH2:2]2)[CH:24]=[CH:23][CH:22]=1.